Dataset: NCI-60 drug combinations with 297,098 pairs across 59 cell lines. Task: Regression. Given two drug SMILES strings and cell line genomic features, predict the synergy score measuring deviation from expected non-interaction effect. (1) Drug 1: C1CN1C2=NC(=NC(=N2)N3CC3)N4CC4. Drug 2: C1C(C(OC1N2C=NC(=NC2=O)N)CO)O. Cell line: A498. Synergy scores: CSS=18.1, Synergy_ZIP=-7.48, Synergy_Bliss=-2.90, Synergy_Loewe=-3.09, Synergy_HSA=-2.31. (2) Drug 1: CCC1(CC2CC(C3=C(CCN(C2)C1)C4=CC=CC=C4N3)(C5=C(C=C6C(=C5)C78CCN9C7C(C=CC9)(C(C(C8N6C=O)(C(=O)OC)O)OC(=O)C)CC)OC)C(=O)OC)O.OS(=O)(=O)O. Drug 2: COCCOC1=C(C=C2C(=C1)C(=NC=N2)NC3=CC=CC(=C3)C#C)OCCOC.Cl. Cell line: OVCAR-5. Synergy scores: CSS=3.23, Synergy_ZIP=-1.52, Synergy_Bliss=-0.565, Synergy_Loewe=-5.34, Synergy_HSA=-4.10. (3) Drug 1: C1=C(C(=O)NC(=O)N1)F. Drug 2: B(C(CC(C)C)NC(=O)C(CC1=CC=CC=C1)NC(=O)C2=NC=CN=C2)(O)O. Cell line: NCI/ADR-RES. Synergy scores: CSS=27.6, Synergy_ZIP=-9.29, Synergy_Bliss=-8.40, Synergy_Loewe=-8.55, Synergy_HSA=-8.70. (4) Drug 1: COC1=CC(=CC(=C1O)OC)C2C3C(COC3=O)C(C4=CC5=C(C=C24)OCO5)OC6C(C(C7C(O6)COC(O7)C8=CC=CS8)O)O. Drug 2: C1CCC(CC1)NC(=O)N(CCCl)N=O. Cell line: UACC-257. Synergy scores: CSS=19.8, Synergy_ZIP=-2.38, Synergy_Bliss=2.57, Synergy_Loewe=-21.2, Synergy_HSA=1.40. (5) Drug 2: C1=NNC2=C1C(=O)NC=N2. Synergy scores: CSS=7.56, Synergy_ZIP=-3.18, Synergy_Bliss=-0.468, Synergy_Loewe=-1.47, Synergy_HSA=-1.39. Cell line: M14. Drug 1: CC(CN1CC(=O)NC(=O)C1)N2CC(=O)NC(=O)C2. (6) Drug 1: CN(C)N=NC1=C(NC=N1)C(=O)N. Drug 2: CCCS(=O)(=O)NC1=C(C(=C(C=C1)F)C(=O)C2=CNC3=C2C=C(C=N3)C4=CC=C(C=C4)Cl)F. Cell line: KM12. Synergy scores: CSS=7.85, Synergy_ZIP=0.236, Synergy_Bliss=-0.480, Synergy_Loewe=-4.50, Synergy_HSA=-3.39.